Dataset: Forward reaction prediction with 1.9M reactions from USPTO patents (1976-2016). Task: Predict the product of the given reaction. (1) Given the reactants C(O[C:6]([N:8](C)[C@H:9]([C:11]([NH:13][C@@H:14]([CH:29]1[CH2:34][CH2:33][CH2:32][CH2:31][CH2:30]1)[C:15]([N:17]1[C@H:22]([C:23]([OH:25])=O)[CH2:21][N:20]2[CH2:26][CH2:27][CH2:28][C@@H:19]2[CH2:18]1)=[O:16])=[O:12])[CH3:10])=O)(C)(C)C.[C@H:36]1([NH2:46])[C:45]2[C:40](=[CH:41][CH:42]=[CH:43][CH:44]=2)[CH2:39][CH2:38][CH2:37]1.[Cl-:47].COC1N=C(OC)N=C([N+]2(C)CCOCC2)N=1.CN1CCOCC1.C(OCC)(=O)C.Cl, predict the reaction product. The product is: [ClH:47].[ClH:47].[CH:29]1([C@H:14]([NH:13][C:11](=[O:12])[C@H:9]([CH3:10])[NH:8][CH3:6])[C:15]([N:17]2[C@H:22]([C:23]([NH:46][C@H:36]3[C:45]4[C:40](=[CH:41][CH:42]=[CH:43][CH:44]=4)[CH2:39][CH2:38][CH2:37]3)=[O:25])[CH2:21][N:20]3[CH2:26][CH2:27][CH2:28][C@@H:19]3[CH2:18]2)=[O:16])[CH2:34][CH2:33][CH2:32][CH2:31][CH2:30]1. (2) Given the reactants Br.Br.[CH3:3][C:4]([N:9]1[CH2:14][CH2:13][N:12]([CH3:15])[CH2:11][CH2:10]1)([CH3:8])[C:5]([OH:7])=O.C(N(C(C)C)CC)(C)C.[CH2:25]1[C:30]2=[CH:31][C:32]3[CH:33]=[CH:34][CH:35]=[CH:36][C:37]=3[N:29]2[CH2:28][CH2:27][NH:26]1.C[NH3+].F[P-](F)(F)(F)(F)F.N1(OC(N(C)C)=[N+](C)C)C2N=CC=CC=2N=N1.F[P-](F)(F)(F)(F)F, predict the reaction product. The product is: [CH2:25]1[C:30]2=[CH:31][C:32]3[CH:33]=[CH:34][CH:35]=[CH:36][C:37]=3[N:29]2[CH2:28][CH2:27][N:26]1[C:5](=[O:7])[C:4]([CH3:3])([N:9]1[CH2:14][CH2:13][N:12]([CH3:15])[CH2:11][CH2:10]1)[CH3:8]. (3) The product is: [CH3:9][N:8]([CH3:10])[C:6]1[CH:5]=[C:4]([CH3:11])[N:3]=[C:2]([NH:12][CH:13]2[CH:17]([OH:18])[CH2:16][N:15]([C:19]([O:21][C:22]([CH3:25])([CH3:24])[CH3:23])=[O:20])[CH2:14]2)[N:7]=1. Given the reactants Cl[C:2]1[N:7]=[C:6]([N:8]([CH3:10])[CH3:9])[CH:5]=[C:4]([CH3:11])[N:3]=1.[NH2:12][CH:13]1[CH:17]([OH:18])[CH2:16][N:15]([C:19]([O:21][C:22]([CH3:25])([CH3:24])[CH3:23])=[O:20])[CH2:14]1.C(N(CC)C(C)C)(C)C.C(=O)([O-])O.[Na+], predict the reaction product. (4) Given the reactants [N:1]1[CH:6]=[CH:5][CH:4]=[N:3][C:2]=1[O:7][C@H:8]1[CH2:13][CH2:12][C@H:11]([C:14]([OH:16])=O)[CH2:10][CH2:9]1.C(N(CC)CC)C.ClC(OCC)=O.O.[NH2:31][NH2:32], predict the reaction product. The product is: [N:1]1[CH:6]=[CH:5][CH:4]=[N:3][C:2]=1[O:7][C@H:8]1[CH2:13][CH2:12][C@H:11]([C:14]([NH:31][NH2:32])=[O:16])[CH2:10][CH2:9]1.